The task is: Predict the product of the given reaction.. This data is from Forward reaction prediction with 1.9M reactions from USPTO patents (1976-2016). (1) Given the reactants Cl[C:2]([O:4][C:5]1[CH:10]=[CH:9][CH:8]=[C:7]([C:11]([F:14])([F:13])[F:12])[CH:6]=1)=[O:3].[CH2:15]([CH:18]1[CH2:23][CH2:22][N:21](C(OC(C)(C)C)=O)[CH2:20][CH2:19]1)[C:16]#[CH:17], predict the reaction product. The product is: [CH2:15]([CH:18]1[CH2:23][CH2:22][N:21]([C:2]([O:4][C:5]2[CH:10]=[CH:9][CH:8]=[C:7]([C:11]([F:14])([F:13])[F:12])[CH:6]=2)=[O:3])[CH2:20][CH2:19]1)[C:16]#[CH:17]. (2) Given the reactants N#N.[Cl:3][C:4]1[CH:9]=[CH:8][N:7]2[C:10](I)=[CH:11][N:12]=[C:6]2[CH:5]=1.[OH:14][CH2:15][C:16]1[CH:21]=[CH:20][C:19](B(O)O)=[CH:18][CH:17]=1.C([O-])([O-])=O.[K+].[K+], predict the reaction product. The product is: [Cl:3][C:4]1[CH:9]=[CH:8][N:7]2[C:10]([C:19]3[CH:20]=[CH:21][C:16]([CH2:15][OH:14])=[CH:17][CH:18]=3)=[CH:11][N:12]=[C:6]2[CH:5]=1.